Task: Predict the reaction yield, written as a fraction of the theoretical maximum amount of product (1.0 means a 100% yield; for example, 0.34 means a 34% yield).. Dataset: Reaction yield outcomes from USPTO patents with 853,638 reactions (1) The reactants are [OH:1][CH2:2][CH2:3][O:4][C@H:5]1[CH2:10][CH2:9][C@H:8]([N:11]2[C:16](=[O:17])[C:15]([CH2:18][C:19]3[CH:24]=[CH:23][C:22]([C:25]4[C:26]([C:31]#[N:32])=[CH:27][CH:28]=[CH:29][CH:30]=4)=[CH:21][CH:20]=3)=[C:14]([CH2:33][CH2:34][CH3:35])[N:13]3[N:36]=[CH:37][N:38]=[C:12]23)[CH2:7][CH2:6]1.FC(F)(F)S(O[Si](C(C)(C)C)(C)C)(=O)=O.[N:54]1C(C)=CC=CC=1C.[Cl-].O[NH3+].[C:65](=[O:68])([O-])[OH:66].[Na+]. The catalyst is C(OCC)(=O)C.CS(C)=O.O1CCCC1. The product is [OH:1][CH2:2][CH2:3][O:4][C@H:5]1[CH2:10][CH2:9][C@H:8]([N:11]2[C:16](=[O:17])[C:15]([CH2:18][C:19]3[CH:24]=[CH:23][C:22]([C:25]4[CH:30]=[CH:29][CH:28]=[CH:27][C:26]=4[C:31]4[NH:54][C:65](=[O:68])[O:66][N:32]=4)=[CH:21][CH:20]=3)=[C:14]([CH2:33][CH2:34][CH3:35])[N:13]3[N:36]=[CH:37][N:38]=[C:12]23)[CH2:7][CH2:6]1. The yield is 0.450. (2) The reactants are Cl[CH2:2][CH2:3][N:4]1[CH:8]=[C:7]([C:9]2[CH:10]=[C:11]3[C:15](=[C:16]([C:18]([NH2:20])=[O:19])[CH:17]=2)[NH:14][CH:13]=[C:12]3[CH:21]2[CH2:26][CH2:25][N:24]([S:27]([CH2:30][CH3:31])(=[O:29])=[O:28])[CH2:23][CH2:22]2)[CH:6]=[N:5]1.[CH3:32][NH:33][CH2:34][CH2:35][OH:36].[I-].[Na+]. The catalyst is O1CCCC1. The product is [CH2:30]([S:27]([N:24]1[CH2:25][CH2:26][CH:21]([C:12]2[C:11]3[C:15](=[C:16]([C:18]([NH2:20])=[O:19])[CH:17]=[C:9]([C:7]4[CH:6]=[N:5][N:4]([CH2:3][CH2:2][N:33]([CH2:34][CH2:35][OH:36])[CH3:32])[CH:8]=4)[CH:10]=3)[NH:14][CH:13]=2)[CH2:22][CH2:23]1)(=[O:29])=[O:28])[CH3:31]. The yield is 0.170. (3) The reactants are [Na].Cl[C:3]1[N:11]=[CH:10][CH:9]=[CH:8][C:4]=1[C:5]([OH:7])=[O:6]. The catalyst is C(O)CCC. The product is [CH2:5]([O:6][C:3]1[C:4]([C:5]([OH:7])=[O:6])=[CH:8][CH:9]=[CH:10][N:11]=1)[CH2:4][CH2:8][CH3:9]. The yield is 0.960. (4) The reactants are [Br:1][C:2]1[CH:3]=[C:4]([NH2:10])[C:5]([O:8][CH3:9])=[N:6][CH:7]=1.[F:11][C:12]1[CH:17]=[C:16]([F:18])[CH:15]=[CH:14][C:13]=1[S:19](Cl)(=[O:21])=[O:20]. The catalyst is N1C=CC=CC=1. The product is [Br:1][C:2]1[CH:3]=[C:4]([NH:10][S:19]([C:13]2[CH:14]=[CH:15][C:16]([F:18])=[CH:17][C:12]=2[F:11])(=[O:21])=[O:20])[C:5]([O:8][CH3:9])=[N:6][CH:7]=1. The yield is 0.317. (5) The reactants are Br[C:2]1[CH:7]=[CH:6][C:5]([C:8](=[O:19])[CH2:9][C:10]2([C:15]([O:17][CH3:18])=[O:16])[CH2:14][CH2:13][CH2:12][CH2:11]2)=[CH:4][CH:3]=1.[N+:20]([C:23]1[CH:28]=[CH:27][C:26](B(O)O)=[CH:25][CH:24]=1)([O-:22])=[O:21].C1(C)C=CC=CC=1.C(=O)([O-])[O-].[Na+].[Na+]. The catalyst is C(OCC)(=O)C.[Cl-].[Na+].O1CCOCC1. The product is [N+:20]([C:23]1[CH:28]=[CH:27][C:26]([C:2]2[CH:7]=[CH:6][C:5]([C:8](=[O:19])[CH2:9][C:10]3([C:15]([O:17][CH3:18])=[O:16])[CH2:14][CH2:13][CH2:12][CH2:11]3)=[CH:4][CH:3]=2)=[CH:25][CH:24]=1)([O-:22])=[O:21]. The yield is 0.930. (6) The reactants are [CH:1]([C:3]1[CH:4]=[C:5]2[C:9](=[CH:10][CH:11]=1)[NH:8][CH:7]=[CH:6]2)=[CH2:2].[C:12](O[C:12]([O:14][C:15]([CH3:18])([CH3:17])[CH3:16])=[O:13])([O:14][C:15]([CH3:18])([CH3:17])[CH3:16])=[O:13]. The catalyst is C(#N)C.CN(C1C=CN=CC=1)C.C(Cl)Cl. The product is [C:15]([O:14][C:12]([N:8]1[C:9]2[C:5](=[CH:4][C:3]([CH:1]=[CH2:2])=[CH:11][CH:10]=2)[CH:6]=[CH:7]1)=[O:13])([CH3:18])([CH3:17])[CH3:16]. The yield is 0.590. (7) The reactants are C[O:2][C:3](=[O:34])[CH2:4][CH2:5][C:6]1[CH:11]=[CH:10][C:9]([O:12][CH2:13][CH2:14][CH:15]([O:17][C:18]2[CH:23]=[CH:22][C:21]([CH2:24][CH3:25])=[CH:20][C:19]=2[C:26]([C:28]2[S:29][CH:30]=[CH:31][CH:32]=2)=[O:27])[CH3:16])=[CH:8][C:7]=1[CH3:33].[OH-].[Na+].Cl. The catalyst is CO.O. The product is [CH2:24]([C:21]1[CH:22]=[CH:23][C:18]([O:17][CH:15]([CH3:16])[CH2:14][CH2:13][O:12][C:9]2[CH:10]=[CH:11][C:6]([CH2:5][CH2:4][C:3]([OH:34])=[O:2])=[C:7]([CH3:33])[CH:8]=2)=[C:19]([C:26]([C:28]2[S:29][CH:30]=[CH:31][CH:32]=2)=[O:27])[CH:20]=1)[CH3:25]. The yield is 1.00.